This data is from Full USPTO retrosynthesis dataset with 1.9M reactions from patents (1976-2016). The task is: Predict the reactants needed to synthesize the given product. (1) Given the product [Br:1][C:2]1[CH:7]=[N:6][C:5]2[C:8]3[C:9](=[C:10]([C:11]([O:13][CH3:14])=[O:12])[CH:15]=[CH:16][C:17]=3[F:18])[NH:19][C:4]=2[CH:3]=1, predict the reactants needed to synthesize it. The reactants are: [Br:1][C:2]1[CH:3]=[C:4]([N+:19]([O-])=O)[C:5]([C:8]2[CH:9]=[C:10]([CH:15]=[CH:16][C:17]=2[F:18])[C:11]([O:13][CH3:14])=[O:12])=[N:6][CH:7]=1.C1(P(C2C=CC=CC=2)CCP(C2C=CC=CC=2)C2C=CC=CC=2)C=CC=CC=1. (2) Given the product [N:1]1([CH:6]2[CH2:11][CH2:10][CH:9]([NH2:12])[CH2:8][CH2:7]2)[CH2:2][CH2:3][CH2:4][CH2:5]1, predict the reactants needed to synthesize it. The reactants are: [N:1]1([CH:6]2[CH2:11][CH2:10][CH:9]([NH:12]C(=O)OC(C)(C)C)[CH2:8][CH2:7]2)[CH2:5][CH2:4][CH2:3][CH2:2]1. (3) Given the product [CH2:1]([O:8][C:9]1[CH:14]=[CH:13][C:12]([N:15]2[C:19]3=[N:20][CH:21]=[C:22]([CH3:24])[CH:23]=[C:18]3[N:17]([CH2:27][CH3:28])[C:16]2=[O:25])=[CH:11][CH:10]=1)[C:2]1[CH:7]=[CH:6][CH:5]=[CH:4][CH:3]=1, predict the reactants needed to synthesize it. The reactants are: [CH2:1]([O:8][C:9]1[CH:14]=[CH:13][C:12]([N:15]2[C:19]3=[N:20][CH:21]=[C:22]([CH3:24])[CH:23]=[C:18]3[NH:17][C:16]2=[O:25])=[CH:11][CH:10]=1)[C:2]1[CH:7]=[CH:6][CH:5]=[CH:4][CH:3]=1.I[CH2:27][CH3:28].C(=O)([O-])[O-].[Cs+].[Cs+].O. (4) The reactants are: [Cl:1][C:2]1[C:7]([C:8]([C:10]2[CH:15]=[CH:14][C:13]([F:16])=[CH:12][CH:11]=2)=[O:9])=[CH:6][CH:5]=[C:4](Cl)[N:3]=1.[F:18][C:19]1[CH:20]=[C:21]([CH:31]=[C:32](B2OC(C)(C)C(C)(C)O2)[C:33]=1[CH3:34])[C:22]([NH:24][C:25]1[N:29]([CH3:30])[N:28]=[CH:27][CH:26]=1)=[O:23].C(=O)([O-])O.[Na+]. Given the product [Cl:1][C:2]1[N:3]=[C:4]([C:32]2[CH:31]=[C:21]([CH:20]=[C:19]([F:18])[C:33]=2[CH3:34])[C:22]([NH:24][C:25]2[N:29]([CH3:30])[N:28]=[CH:27][CH:26]=2)=[O:23])[CH:5]=[CH:6][C:7]=1[C:8]([C:10]1[CH:15]=[CH:14][C:13]([F:16])=[CH:12][CH:11]=1)=[O:9], predict the reactants needed to synthesize it. (5) Given the product [Br:14][CH2:11][C:3]1[CH:4]=[CH:5][C:6]([N+:8]([O-:10])=[O:9])=[CH:7][C:2]=1[CH3:1], predict the reactants needed to synthesize it. The reactants are: [CH3:1][C:2]1[CH:7]=[C:6]([N+:8]([O-:10])=[O:9])[CH:5]=[CH:4][C:3]=1[CH2:11]O.P(Br)(Br)[Br:14].C(=O)([O-])O.[Na+]. (6) Given the product [CH3:27][C:28]1[CH:29]=[C:30]([CH:34]=[CH:35][N:36]=1)[C:31]([NH:1][CH2:2][C@H:3]1[N:10]([C:11]([C:13]2[N:14]=[C:15]([CH3:25])[S:16][C:17]=2[C:18]2[CH:19]=[C:20]([CH3:24])[CH:21]=[CH:22][CH:23]=2)=[O:12])[CH2:9][C@H:8]2[C@@H:4]1[CH2:5][CH:6]([CH3:26])[CH2:7]2)=[O:32], predict the reactants needed to synthesize it. The reactants are: [NH2:1][CH2:2][C@H:3]1[N:10]([C:11]([C:13]2[N:14]=[C:15]([CH3:25])[S:16][C:17]=2[C:18]2[CH:19]=[C:20]([CH3:24])[CH:21]=[CH:22][CH:23]=2)=[O:12])[CH2:9][C@H:8]2[C@@H:4]1[CH2:5][CH:6]([CH3:26])[CH2:7]2.[CH3:27][C:28]1[CH:29]=[C:30]([CH:34]=[CH:35][N:36]=1)[C:31](O)=[O:32].